From a dataset of Forward reaction prediction with 1.9M reactions from USPTO patents (1976-2016). Predict the product of the given reaction. (1) Given the reactants C([S-])C.[Na+].[C:5]([O:9][C:10]([N:12]1[CH2:16][CH2:15][C@@H:14]([C:17]2[CH:22]=[CH:21][C:20]([Br:23])=[CH:19][C:18]=2[O:24]C)[CH2:13]1)=[O:11])([CH3:8])([CH3:7])[CH3:6].OS([O-])(=O)=O.[K+].[O-]S([O-])(=O)=O.[Na+].[Na+].O, predict the reaction product. The product is: [C:5]([O:9][C:10]([N:12]1[CH2:16][CH2:15][C@@H:14]([C:17]2[CH:22]=[CH:21][C:20]([Br:23])=[CH:19][C:18]=2[OH:24])[CH2:13]1)=[O:11])([CH3:8])([CH3:6])[CH3:7]. (2) Given the reactants C[O:2][C:3](=[O:31])[C:4]1[CH:9]=[C:8]([N:10]2[CH2:14][CH2:13][O:12][C:11]2=[O:15])[CH:7]=[C:6]([N:16]2[C:24]3[C:19](=[CH:20][C:21]([F:25])=[CH:22][CH:23]=3)[C@@:18]3([CH2:27][C:26]3([CH3:29])[CH3:28])[C:17]2=[O:30])[CH:5]=1.Cl, predict the reaction product. The product is: [F:25][C:21]1[CH:20]=[C:19]2[C:24](=[CH:23][CH:22]=1)[N:16]([C:6]1[CH:5]=[C:4]([CH:9]=[C:8]([N:10]3[CH2:14][CH2:13][O:12][C:11]3=[O:15])[CH:7]=1)[C:3]([OH:31])=[O:2])[C:17](=[O:30])[C@@:18]12[CH2:27][C:26]1([CH3:29])[CH3:28]. (3) Given the reactants [CH3:1][Si:2]([CH3:29])([CH3:28])[CH2:3][CH2:4][O:5][CH2:6][N:7]1[C:11]2[N:12]=[CH:13][N:14]=[C:15]([C:16]3[CH:17]=[N:18][N:19]([C:21]4([CH2:25][C:26]#[N:27])[CH2:24][NH:23][CH2:22]4)[CH:20]=3)[C:10]=2[CH:9]=[CH:8]1.C(N(CC)C(C)C)(C)C.[CH2:39]([S:41](Cl)(=[O:43])=[O:42])[CH3:40].Cl, predict the reaction product. The product is: [CH2:39]([S:41]([N:23]1[CH2:22][C:21]([CH2:25][C:26]#[N:27])([N:19]2[CH:20]=[C:16]([C:15]3[C:10]4[CH:9]=[CH:8][N:7]([CH2:6][O:5][CH2:4][CH2:3][Si:2]([CH3:28])([CH3:1])[CH3:29])[C:11]=4[N:12]=[CH:13][N:14]=3)[CH:17]=[N:18]2)[CH2:24]1)(=[O:43])=[O:42])[CH3:40]. (4) Given the reactants Cl[C:2]1[CH:11]=[C:10]([C:12]2[CH:17]=[CH:16][C:15]([F:18])=[CH:14][CH:13]=2)[C:9]2[C:4](=[CH:5][C:6]([CH2:19][N:20]3[CH:24]=[C:23]([C@@:25]([OH:32])([CH2:30][CH3:31])[C:26]([F:29])([F:28])[F:27])[N:22]=[N:21]3)=[CH:7][CH:8]=2)[N:3]=1.[C:33]1(B(O)O)[CH:38]=[CH:37][CH:36]=[CH:35][CH:34]=1.C(=O)([O-])[O-].[Na+].[Na+], predict the reaction product. The product is: [F:27][C:26]([F:29])([F:28])[C@:25]([C:23]1[N:22]=[N:21][N:20]([CH2:19][C:6]2[CH:5]=[C:4]3[C:9]([C:10]([C:12]4[CH:17]=[CH:16][C:15]([F:18])=[CH:14][CH:13]=4)=[CH:11][C:2]([C:33]4[CH:38]=[CH:37][CH:36]=[CH:35][CH:34]=4)=[N:3]3)=[CH:8][CH:7]=2)[CH:24]=1)([OH:32])[CH2:30][CH3:31].